The task is: Binary Classification. Given a drug SMILES string, predict its activity (active/inactive) in a high-throughput screening assay against a specified biological target.. This data is from HIV replication inhibition screening data with 41,000+ compounds from the AIDS Antiviral Screen. (1) The compound is CCOC(=O)C[PH](c1cccc(OC)c1)(c1cccc(OC)c1)c1cccc(OC)c1. The result is 0 (inactive). (2) The molecule is O=C(OCc1ccccc1)N1CCNCCNCC1. The result is 0 (inactive). (3) The compound is O=C1CCc2ccc3c(c21)CC1(Cc2ccccc2C1)C3. The result is 0 (inactive). (4) The compound is O=C1NC(=O)C(=Cc2cccc(O)c2)N1. The result is 0 (inactive). (5) The molecule is O=[N+]([O-])c1ccc(C2SCc3nc4ccccc4n32)cc1. The result is 0 (inactive). (6) The molecule is C1CN2CN3CN4CCN5CN6CN1[Ni-4]524([SH+]c1nnc6s1)[SH+]c1nnc3s1. The result is 0 (inactive). (7) The drug is C=C1CC(Cn2cc(C)c(=O)[nH]c2=O)(c2ccc(Cl)cc2)OC1=O. The result is 0 (inactive). (8) The molecule is NNC(=O)c1nnc(NN)nc1O. The result is 0 (inactive).